This data is from Forward reaction prediction with 1.9M reactions from USPTO patents (1976-2016). The task is: Predict the product of the given reaction. (1) Given the reactants [C:1]([C:5]1[CH:35]=[CH:34][C:8]([CH2:9][N:10]2[CH2:14][CH2:13][C@@H:12]([NH:15][C:16]3[N:21]=[CH:20][C:19](/[CH:22]=[CH:23]/[C:24]([NH:26][O:27]C4CCCCO4)=[O:25])=[CH:18][CH:17]=3)[CH2:11]2)=[CH:7][CH:6]=1)([CH3:4])([CH3:3])[CH3:2].[ClH:36], predict the reaction product. The product is: [ClH:36].[ClH:36].[C:1]([C:5]1[CH:6]=[CH:7][C:8]([CH2:9][N:10]2[CH2:14][CH2:13][C@@H:12]([NH:15][C:16]3[N:21]=[CH:20][C:19](/[CH:22]=[CH:23]/[C:24]([NH:26][OH:27])=[O:25])=[CH:18][CH:17]=3)[CH2:11]2)=[CH:34][CH:35]=1)([CH3:4])([CH3:2])[CH3:3]. (2) Given the reactants [CH3:1][C@@H:2]1[CH2:6][S:5](=[O:8])(=[O:7])[NH:4][CH2:3]1.[CH:9]1([C:12]2[C:13]([N:21]3[CH2:26][CH2:25][N:24]([C:27]([C:29]4[CH:34]=[CH:33][C:32](I)=[CH:31][C:30]=4[F:36])=[O:28])[CH2:23][CH2:22]3)=[N:14][CH:15]=[C:16]([CH:18]3[CH2:20][CH2:19]3)[CH:17]=2)[CH2:11][CH2:10]1, predict the reaction product. The product is: [CH:9]1([C:12]2[C:13]([N:21]3[CH2:22][CH2:23][N:24]([C:27]([C:29]4[CH:34]=[CH:33][C:32]([N:4]5[CH2:3][C@H:2]([CH3:1])[CH2:6][S:5]5(=[O:8])=[O:7])=[CH:31][C:30]=4[F:36])=[O:28])[CH2:25][CH2:26]3)=[N:14][CH:15]=[C:16]([CH:18]3[CH2:20][CH2:19]3)[CH:17]=2)[CH2:10][CH2:11]1. (3) Given the reactants [OH:1][NH:2][C:3]([O:5][C:6]([CH3:9])([CH3:8])[CH3:7])=[O:4].[OH-].[Na+].[CH3:12][O:13][C:14]1[CH:15]=[C:16]([CH:22]2[CH2:24][O:23]2)[CH:17]=[CH:18][C:19]=1[O:20][CH3:21], predict the reaction product. The product is: [C:6]([O:5][C:3]([NH:2][O:1][CH2:24][CH:22]([C:16]1[CH:17]=[CH:18][C:19]([O:20][CH3:21])=[C:14]([O:13][CH3:12])[CH:15]=1)[OH:23])=[O:4])([CH3:9])([CH3:8])[CH3:7]. (4) Given the reactants [C:1]([O:5][C:6]([N:8]1[CH2:20][C@@H:19]([CH3:21])[N:18]2[C@H:10]([CH2:11][C:12]3[C:17]2=[N:16][C:15](Br)=[CH:14][CH:13]=3)[CH2:9]1)=[O:7])([CH3:4])([CH3:3])[CH3:2].C([Li])CCC.[CH3:28][C:29]([CH3:31])=[O:30], predict the reaction product. The product is: [C:1]([O:5][C:6]([N:8]1[CH2:20][C@@H:19]([CH3:21])[N:18]2[C@H:10]([CH2:11][C:12]3[C:17]2=[N:16][C:15]([C:29]([OH:30])([CH3:31])[CH3:28])=[CH:14][CH:13]=3)[CH2:9]1)=[O:7])([CH3:4])([CH3:3])[CH3:2]. (5) Given the reactants [NH2:1][C:2]1[CH:17]=[C:16]([Cl:18])[CH:15]=[CH:14][C:3]=1[O:4][C:5]1[CH:6]=[C:7]([CH:11](O)[CH3:12])[CH:8]=[CH:9][CH:10]=1.C1(P([N:33]=[N+:34]=[N-:35])(C2C=CC=CC=2)=O)C=CC=CC=1.O, predict the reaction product. The product is: [N:33]([CH:11]([C:7]1[CH:6]=[C:5]([CH:10]=[CH:9][CH:8]=1)[O:4][C:3]1[CH:14]=[CH:15][C:16]([Cl:18])=[CH:17][C:2]=1[NH2:1])[CH3:12])=[N+:34]=[N-:35]. (6) Given the reactants [Cl:1][C:2]1[O:6][C:5]([C:7]2[CH:31]=[CH:30][C:10]3[C:11]4[CH:17]=[C:16]([S:18]([NH:21][C@H:22]([CH:27]([CH3:29])[CH3:28])[C:23]([O:25]C)=[O:24])(=[O:20])=[O:19])[CH:15]=[CH:14][C:12]=4[S:13][C:9]=3[CH:8]=2)=[CH:4][CH:3]=1.[Li+].[OH-].O, predict the reaction product. The product is: [Cl:1][C:2]1[O:6][C:5]([C:7]2[CH:31]=[CH:30][C:10]3[C:11]4[CH:17]=[C:16]([S:18]([NH:21][C@H:22]([CH:27]([CH3:28])[CH3:29])[C:23]([OH:25])=[O:24])(=[O:19])=[O:20])[CH:15]=[CH:14][C:12]=4[S:13][C:9]=3[CH:8]=2)=[CH:4][CH:3]=1. (7) Given the reactants Br[C:2]1[CH:10]=[CH:9][C:5]([CH2:6][CH2:7][OH:8])=[CH:4][CH:3]=1.C[Si]([C:15]#[CH:16])(C)C.[F-].[K+].C(Cl)Cl, predict the reaction product. The product is: [C:15]([C:2]1[CH:10]=[CH:9][C:5]([CH2:6][CH2:7][OH:8])=[CH:4][CH:3]=1)#[CH:16].